From a dataset of Experimentally validated miRNA-target interactions with 360,000+ pairs, plus equal number of negative samples. Binary Classification. Given a miRNA mature sequence and a target amino acid sequence, predict their likelihood of interaction. (1) The miRNA is hsa-miR-3124-3p with sequence ACUUUCCUCACUCCCGUGAAGU. The protein sequence of the target gene is MRSLRFISAEALVSHSQLVQENLDNIAYNLYPLLFKASYLLEQADVTRALLSHWPLEEFRLAVLLRPNTDHPEDLRDRACKACLEACMQGIADHVLKSGSNRLRVADFTGIQDVQVQQCPCGRALGRWGRTKVLARTCCQLQGQPCSAGHPIEVFADLFVTEGNFDMVVQALKPLGPAPLQVCCPSLRADSLSPGQLLQVLGLAGPGNLRKLEVVHNVRLHAGHVQQLLTQVGFPQLTSLTLPTKAFDAPPTCAPDPEGEDLLLTSIAWELSQMNQLTELSVAFSTLTGKIQTLLSPLKT.... Result: 0 (no interaction). (2) The miRNA is cel-miR-63-3p with sequence UAUGACACUGAAGCGAGUUGGAAA. The protein sequence of the target gene is MRLFRWLLKQPVPKQIERYSRFSPSPLSIKQFLDFGRDNACEKTSYMFLRKELPVRLANTMREVNLLPDNLLNRPSVGLVQSWYMQSFLELLEYENKSPEDPQVLDNFLQVLIKVRNRHNDVVPTMAQGVIEYKEKFGFDPFISTNIQYFLDRFYTNRISFRMLINQHTLLFGGDTNPVHPKHIGSIDPTCNVADVVKDAYETAKMLCEQYYLVAPELEVEEFNAKAPDKPIQVVYVPSHLFHMLFELFKNSMRATVELYEDRKEGYPAVKTLVTLGKEDLSIKISDLGGGVPLRKIDRL.... Result: 0 (no interaction). (3) The miRNA is mmu-miR-7648-5p with sequence CCGCGUUCCGGGCUCGGCGC. The protein sequence of the target gene is MEELAKKERRAMDPGGLKKEGKVEEEAGKEEGREEEGGEEEEVTSETLRGKPRPLPISALPAFSYIPPRHQGPKERSYFSREGQTGIVSLYDCVFKRRLDYNQKLHRDDREHAKNLGLHINEEEQERTVPVLMSSVYGKRINQPIEPLNRDYGHVSHVKTDFYRKNEIPSIKGPGFGHINPA. Result: 0 (no interaction).